Dataset: Full USPTO retrosynthesis dataset with 1.9M reactions from patents (1976-2016). Task: Predict the reactants needed to synthesize the given product. (1) Given the product [ClH:13].[Cl:13][C:2]1[N:3]=[N:4][C:5]([C:8]2[CH:12]=[CH:11][S:10][CH:9]=2)=[CH:6][CH:7]=1, predict the reactants needed to synthesize it. The reactants are: Br[C:2]1[N:3]=[N:4][C:5]([C:8]2[CH:12]=[CH:11][S:10][CH:9]=2)=[CH:6][CH:7]=1.[ClH:13]. (2) Given the product [NH2:38][CH:2]([C:31]1[C:32]([CH3:37])=[N:33][O:34][C:35]=1[CH3:36])[C:3]1[O:4][C:5]2[CH:11]=[CH:10][C:9]([CH2:12][C:13]([NH:15][CH:16]([C:23]3[CH:28]=[CH:27][C:26]([CH3:29])=[CH:25][C:24]=3[CH3:30])[C:17]3[CH:22]=[CH:21][CH:20]=[CH:19][CH:18]=3)=[O:14])=[CH:8][C:6]=2[CH:7]=1, predict the reactants needed to synthesize it. The reactants are: Cl[CH:2]([C:31]1[C:32]([CH3:37])=[N:33][O:34][C:35]=1[CH3:36])[C:3]1[O:4][C:5]2[CH:11]=[CH:10][C:9]([CH2:12][C:13]([NH:15][CH:16]([C:23]3[CH:28]=[CH:27][C:26]([CH3:29])=[CH:25][C:24]=3[CH3:30])[C:17]3[CH:22]=[CH:21][CH:20]=[CH:19][CH:18]=3)=[O:14])=[CH:8][C:6]=2[CH:7]=1.[NH3:38]. (3) Given the product [F:26][C:7]1[CH:12]=[CH:11][N:10]=[C:9]2[N:13]([Si:16]([CH:23]([CH3:25])[CH3:24])([CH:20]([CH3:22])[CH3:21])[CH:17]([CH3:19])[CH3:18])[CH:14]=[CH:15][C:8]=12, predict the reactants needed to synthesize it. The reactants are: C([Li])CCC.Br[C:7]1[CH:12]=[CH:11][N:10]=[C:9]2[N:13]([Si:16]([CH:23]([CH3:25])[CH3:24])([CH:20]([CH3:22])[CH3:21])[CH:17]([CH3:19])[CH3:18])[CH:14]=[CH:15][C:8]=12.[F:26]N(S(C1C=CC=CC=1)(=O)=O)S(C1C=CC=CC=1)(=O)=O. (4) The reactants are: [CH2:1]([O:8][C:9]1[C:24]([F:25])=[CH:23][C:12]([CH2:13][C:14]2[C:22]3[C:17](=[N:18][CH:19]=[CH:20][CH:21]=3)[NH:16][CH:15]=2)=[C:11]([F:26])[CH:10]=1)[C:2]1[CH:7]=[CH:6][CH:5]=[CH:4][CH:3]=1.[H-].[Na+].[CH:29]([Si:32](Cl)([CH:36]([CH3:38])[CH3:37])[CH:33]([CH3:35])[CH3:34])([CH3:31])[CH3:30].O. Given the product [CH2:1]([O:8][C:9]1[C:24]([F:25])=[CH:23][C:12]([CH2:13][C:14]2[C:22]3[C:17](=[N:18][CH:19]=[CH:20][CH:21]=3)[N:16]([Si:32]([CH:36]([CH3:38])[CH3:37])([CH:33]([CH3:35])[CH3:34])[CH:29]([CH3:31])[CH3:30])[CH:15]=2)=[C:11]([F:26])[CH:10]=1)[C:2]1[CH:3]=[CH:4][CH:5]=[CH:6][CH:7]=1, predict the reactants needed to synthesize it. (5) Given the product [CH3:1][CH:2]1[C:7]2=[N:8][C:9]3[C:10]([NH2:22])=[N:11][C:12]4[C:17]([C:18]=3[N:6]2[C@@H:5]([CH3:20])[CH2:4][O:3]1)=[CH:16][CH:15]=[CH:14][CH:13]=4, predict the reactants needed to synthesize it. The reactants are: [CH3:1][CH:2]1[C:7]2=[N:8][C:9]3[CH:10]=[N+:11]([O-])[C:12]4[C:17]([C:18]=3[N:6]2[C@@H:5]([CH3:20])[CH2:4][O:3]1)=[CH:16][CH:15]=[CH:14][CH:13]=4.[OH-].[NH4+:22].C1(C)C=CC(S(Cl)(=O)=O)=CC=1.O. (6) Given the product [F:26][C:25]1[C:20]([C:16]2[N:15]([CH2:14][C:7]3[N:6]=[CH:5][N:4]4[N:3]=[C:2]([N:27]5[CH2:31][CH2:30][CH2:29][CH2:28]5)[N:10]=[C:9]4[C:8]=3[CH2:11][CH2:12][CH3:13])[CH:19]=[CH:18][N:17]=2)=[N:21][CH:22]=[CH:23][CH:24]=1, predict the reactants needed to synthesize it. The reactants are: Br[C:2]1[N:10]=[C:9]2[N:4]([CH:5]=[N:6][C:7]([CH2:14][N:15]3[CH:19]=[CH:18][N:17]=[C:16]3[C:20]3[C:25]([F:26])=[CH:24][CH:23]=[CH:22][N:21]=3)=[C:8]2[CH2:11][CH2:12][CH3:13])[N:3]=1.[NH:27]1[CH2:31][CH2:30][CH2:29][CH2:28]1. (7) Given the product [OH:25][CH:27]([C:28]1[CH:33]=[CH:32][CH:31]=[CH:30][CH:29]=1)[CH2:26][N:13]1[C:14]2[C:19](=[CH:18][C:17]([O:20][CH2:21][C:22]#[CH:23])=[CH:16][CH:15]=2)[C:10]([C:7]2[CH:6]=[CH:5][C:4]([CH:1]([CH3:3])[CH3:2])=[CH:9][CH:8]=2)=[N:11][C:12]1=[O:24], predict the reactants needed to synthesize it. The reactants are: [CH:1]([C:4]1[CH:9]=[CH:8][C:7]([C:10]2[C:19]3[C:14](=[CH:15][CH:16]=[C:17]([O:20][CH2:21][C:22]#[CH:23])[CH:18]=3)[NH:13][C:12](=[O:24])[N:11]=2)=[CH:6][CH:5]=1)([CH3:3])[CH3:2].[O:25]1[C:27]([C:28]2[CH:33]=[CH:32][CH:31]=[CH:30][CH:29]=2)=[CH:26]1.C(=O)([O-])[O-].[K+].[K+].